Predict which catalyst facilitates the given reaction. From a dataset of Catalyst prediction with 721,799 reactions and 888 catalyst types from USPTO. (1) Reactant: [Cl:1][C:2]1[CH:7]=[CH:6][CH:5]=[CH:4][C:3]=1[C@H:8]1[NH:13][CH2:12][C@@H:11]([CH3:14])[O:10][CH2:9]1.Cl[C:16]1[N:26]=[CH:25][C:19]2[O:20][CH2:21][C:22](=[O:24])[NH:23][C:18]=2[CH:17]=1. The catalyst class is: 16. Product: [Cl:1][C:2]1[CH:7]=[CH:6][CH:5]=[CH:4][C:3]=1[C@H:8]1[CH2:9][O:10][C@@H:11]([CH3:14])[CH2:12][N:13]1[C:16]1[N:26]=[CH:25][C:19]2[O:20][CH2:21][C:22](=[O:24])[NH:23][C:18]=2[CH:17]=1. (2) Reactant: [Li]CCCC.Br[C:7]1[CH:8]=[C:9]2[C:14](=[CH:15][CH:16]=1)[N:13]=[C:12]([N:17]([CH2:20][CH3:21])[CH2:18][CH3:19])[C:11]([O:22][C:23]1[CH:28]=[CH:27][CH:26]=[CH:25][CH:24]=1)=[C:10]2[Cl:29].[CH3:30][N:31]1[C:35]([C:36]([C:38]2[CH:43]=[CH:42][CH:41]=[CH:40][N:39]=2)=[O:37])=[CH:34][N:33]=[CH:32]1. Product: [Cl:29][C:10]1[C:9]2[C:14](=[CH:15][CH:16]=[C:7]([C:36]([C:35]3[N:31]([CH3:30])[CH:32]=[N:33][CH:34]=3)([C:38]3[CH:43]=[CH:42][CH:41]=[CH:40][N:39]=3)[OH:37])[CH:8]=2)[N:13]=[C:12]([N:17]([CH2:20][CH3:21])[CH2:18][CH3:19])[C:11]=1[O:22][C:23]1[CH:28]=[CH:27][CH:26]=[CH:25][CH:24]=1. The catalyst class is: 1. (3) Reactant: [C:1]([NH:4][C:5]1[CH:10]=[CH:9][C:8]([CH:11]([CH3:16])[C:12]([O:14][CH3:15])=[O:13])=[CH:7][CH:6]=1)(=[S:3])[NH2:2].Br[CH2:18][C:19](=O)[C:20]([F:23])([F:22])[F:21]. Product: [F:21][C:20]([F:23])([F:22])[C:19]1[N:2]=[C:1]([NH:4][C:5]2[CH:6]=[CH:7][C:8]([CH:11]([CH3:16])[C:12]([O:14][CH3:15])=[O:13])=[CH:9][CH:10]=2)[S:3][CH:18]=1. The catalyst class is: 12.